From a dataset of Reaction yield outcomes from USPTO patents with 853,638 reactions. Predict the reaction yield, written as a fraction of the theoretical maximum amount of product (1.0 means a 100% yield; for example, 0.34 means a 34% yield). (1) The reactants are [Cl:1][C:2]1[CH:7]=[C:6]([O:8][CH3:9])[CH:5]=[CH:4][C:3]=1[C:10]1[N:14]2[N:15]=[C:16]([CH3:20])[CH:17]=[C:18](O)[C:13]2=[CH:12][C:11]=1[CH3:21].P(Br)(Br)[Br:23].C([O-])(O)=O.[Na+]. The catalyst is BrC1C=CC=CC=1.C(Cl)(Cl)Cl. The product is [Br:23][C:18]1[C:13]2[N:14]([C:10]([C:3]3[CH:4]=[CH:5][C:6]([O:8][CH3:9])=[CH:7][C:2]=3[Cl:1])=[C:11]([CH3:21])[CH:12]=2)[N:15]=[C:16]([CH3:20])[CH:17]=1. The yield is 0.900. (2) The reactants are C([O:3][P:4]([CH:9]([C:36]#[N:37])[CH2:10][C:11]([CH2:34][CH3:35])=[CH:12][CH2:13][C:14]1[C:15]([O:27]CC[Si](C)(C)C)=[C:16]2[C:20](=[C:21]([CH3:25])[C:22]=1[O:23][CH3:24])[CH2:19][O:18][C:17]2=[O:26])(=[O:8])[O:5]CC)C. The catalyst is C(O)(C(F)(F)F)=O.C(Cl)Cl. The product is [C:36]([CH:9]([P:4](=[O:3])([OH:5])[OH:8])[CH2:10][C:11]([CH2:34][CH3:35])=[CH:12][CH2:13][C:14]1[C:15]([OH:27])=[C:16]2[C:20](=[C:21]([CH3:25])[C:22]=1[O:23][CH3:24])[CH2:19][O:18][C:17]2=[O:26])#[N:37]. The yield is 0.610. (3) The reactants are [CH3:1][O:2][CH2:3][CH2:4][O:5][C:6]1[CH:7]=[C:8]2[C:12](=[C:13]([N:15]([CH3:25])[S:16]([C:19]3[CH:24]=[CH:23][CH:22]=[CH:21][N:20]=3)(=[O:18])=[O:17])[CH:14]=1)[NH:11][C:10]([C:26]1[S:27][CH:28]([CH2:31][C:32]([OH:34])=O)[CH2:29][N:30]=1)=[CH:9]2.Cl.C[N:37](C)CCCN=C=NCC.CN(C)C=O. The catalyst is O. The product is [CH3:1][O:2][CH2:3][CH2:4][O:5][C:6]1[CH:7]=[C:8]2[C:12](=[C:13]([N:15]([CH3:25])[S:16]([C:19]3[CH:24]=[CH:23][CH:22]=[CH:21][N:20]=3)(=[O:17])=[O:18])[CH:14]=1)[NH:11][C:10]([C:26]1[S:27][CH:28]([CH2:31][C:32]([NH2:37])=[O:34])[CH2:29][N:30]=1)=[CH:9]2. The yield is 0.550. (4) The reactants are [NH2:1][C:2]1[CH:10]=[CH:9][C:5]([C:6]([OH:8])=[O:7])=[CH:4][N:3]=1.S(Cl)(Cl)=O.[CH3:15]O. No catalyst specified. The product is [NH2:1][C:2]1[N:3]=[CH:4][C:5]([C:6]([O:8][CH3:15])=[O:7])=[CH:9][CH:10]=1. The yield is 0.810. (5) The reactants are [NH2:1][C:2]1[CH:11]=[C:10]2[C:5]([CH:6]=[C:7]([C:15]3[C:16]([Cl:32])=[CH:17][C:18]([F:31])=[C:19]([NH:21][C:22]([NH:24][C:25]4[CH:30]=[CH:29][CH:28]=[CH:27][CH:26]=4)=[O:23])[CH:20]=3)[C:8](=[O:14])[N:9]2[CH2:12][CH3:13])=[CH:4][N:3]=1.[C:33](OC(=O)C)(=[O:35])[CH3:34]. The catalyst is CC#N. The product is [C:33]([NH:1][C:2]1[CH:11]=[C:10]2[C:5]([CH:6]=[C:7]([C:15]3[C:16]([Cl:32])=[CH:17][C:18]([F:31])=[C:19]([NH:21][C:22]([NH:24][C:25]4[CH:26]=[CH:27][CH:28]=[CH:29][CH:30]=4)=[O:23])[CH:20]=3)[C:8](=[O:14])[N:9]2[CH2:12][CH3:13])=[CH:4][N:3]=1)(=[O:35])[CH3:34]. The yield is 0.980. (6) The catalyst is C(OCC)(=O)C. The reactants are [N:1]([C:10]1[CH:16]=[CH:15][C:13]([NH2:14])=[CH:12][CH:11]=1)=[N:2][C:3]1[CH:9]=[CH:8][C:6]([NH2:7])=[CH:5][CH:4]=1.[C:17](Cl)(=[O:20])[CH2:18][CH3:19]. The yield is 0.680. The product is [C:17]([NH:14][C:13]1[CH:15]=[CH:16][C:10]([N:1]=[N:2][C:3]2[CH:4]=[CH:5][C:6]([NH2:7])=[CH:8][CH:9]=2)=[CH:11][CH:12]=1)(=[O:20])[CH2:18][CH3:19].